Dataset: Peptide-MHC class II binding affinity with 134,281 pairs from IEDB. Task: Regression. Given a peptide amino acid sequence and an MHC pseudo amino acid sequence, predict their binding affinity value. This is MHC class II binding data. (1) The peptide sequence is NNKFFINFFNLLA. The MHC is DRB4_0101 with pseudo-sequence DRB4_0103. The binding affinity (normalized) is 0.164. (2) The peptide sequence is HGRQIRMARLLGRDPE. The MHC is DRB1_0401 with pseudo-sequence DRB1_0401. The binding affinity (normalized) is 0.428. (3) The peptide sequence is PAVKYIEPDMIVNAT. The MHC is DRB5_0101 with pseudo-sequence DRB5_0101. The binding affinity (normalized) is 0.455. (4) The peptide sequence is KDKWIALKESWGAIW. The MHC is DRB1_1302 with pseudo-sequence DRB1_1302. The binding affinity (normalized) is 0.381. (5) The peptide sequence is LWTQSLRRELSGYCS. The MHC is DRB1_1501 with pseudo-sequence DRB1_1501. The binding affinity (normalized) is 0.247. (6) The peptide sequence is INEPTAAAIAYGLDR. The MHC is DRB1_1602 with pseudo-sequence DRB1_1602. The binding affinity (normalized) is 0. (7) The peptide sequence is HVGAKQENWNTDIKT. The MHC is HLA-DQA10201-DQB10301 with pseudo-sequence HLA-DQA10201-DQB10301. The binding affinity (normalized) is 0. (8) The peptide sequence is EKKYFAATQFIPLAA. The MHC is HLA-DQA10301-DQB10302 with pseudo-sequence HLA-DQA10301-DQB10302. The binding affinity (normalized) is 0.168. (9) The peptide sequence is CGMFTNRSGSQQW. The MHC is HLA-DQA10104-DQB10503 with pseudo-sequence HLA-DQA10104-DQB10503. The binding affinity (normalized) is 0.133.